From a dataset of Blood-brain barrier penetration binary classification data from Martins et al.. Regression/Classification. Given a drug SMILES string, predict its absorption, distribution, metabolism, or excretion properties. Task type varies by dataset: regression for continuous measurements (e.g., permeability, clearance, half-life) or binary classification for categorical outcomes (e.g., BBB penetration, CYP inhibition). Dataset: bbb_martins. (1) The drug is C[C@]12C[C@H](O)[C@H]3[C@@H](CCC4=CC(=O)CC[C@@]43C)[C@@H]1CC[C@]2(O)C(=O)CO. The result is 0 (does not penetrate BBB). (2) The molecule is CC(O)Cn1cnc2c1c(=O)n(C)c(=O)n2C. The result is 1 (penetrates BBB). (3) The molecule is C=CCN1C(=O)C(CC(C)C)NC1=S. The result is 1 (penetrates BBB). (4) The molecule is CCCCNCC1COc2ccccc2O1. The result is 1 (penetrates BBB). (5) The drug is O=C1CNC(c2ccccc2)=c2c3c(sc2=N1)CCCC3. The result is 1 (penetrates BBB). (6) The molecule is CCC(OC(N)=O)C1CCCCC1. The result is 1 (penetrates BBB). (7) The molecule is CC(C)C(CCCCCC(=O)O)NCc1ccc(F)cc1. The result is 1 (penetrates BBB).